Task: Predict the reactants needed to synthesize the given product.. Dataset: Full USPTO retrosynthesis dataset with 1.9M reactions from patents (1976-2016) (1) Given the product [CH2:16]([O:23][C:24]([C@@H:26]1[CH2:31][CH2:30][C@@H:29]([NH:32][O:33][CH2:34][C:35]2[CH:40]=[CH:39][CH:38]=[CH:37][CH:36]=2)[CH2:28][NH:27]1)=[O:25])[C:17]1[CH:18]=[CH:19][CH:20]=[CH:21][CH:22]=1, predict the reactants needed to synthesize it. The reactants are: C12(CS(O)(=O)=O)C(C)(C)C(CC1)CC2=O.[CH2:16]([O:23][C:24]([C@@H:26]1[CH2:31][CH2:30][C:29](=[N:32][O:33][CH2:34][C:35]2[CH:40]=[CH:39][CH:38]=[CH:37][CH:36]=2)[CH2:28][NH:27]1)=[O:25])[C:17]1[CH:22]=[CH:21][CH:20]=[CH:19][CH:18]=1.B.O1CCCC1. (2) Given the product [CH:22]1[C:31]2[C:26](=[CH:27][CH:28]=[CH:29][CH:30]=2)[CH:25]=[CH:24][C:23]=1[S:32]([N:9]1[C:8](=[O:13])[C:7]([C:1]2[CH:6]=[CH:5][CH:4]=[CH:3][CH:2]=2)([C:14]2[CH:15]=[CH:16][CH:17]=[CH:18][CH:19]=2)[NH:11][C:10]1=[O:12])(=[O:33])=[O:34], predict the reactants needed to synthesize it. The reactants are: [C:1]1([C:7]2([C:14]3[CH:19]=[CH:18][CH:17]=[CH:16][CH:15]=3)[NH:11][C:10](=[O:12])[NH:9][C:8]2=[O:13])[CH:6]=[CH:5][CH:4]=[CH:3][CH:2]=1.[H-].[Na+].[CH:22]1[C:31]2[C:26](=[CH:27][CH:28]=[CH:29][CH:30]=2)[CH:25]=[CH:24][C:23]=1[S:32](Cl)(=[O:34])=[O:33].O. (3) Given the product [C:1]([O:5][C:6]([N:8]1[CH2:26][CH2:25][CH2:24][C@@:11]2([O:15][C:14](=[O:16])[N:13]([C:17]3[CH:18]=[N:19][C:20]([NH:23][C:36]4[N:37]=[CH:38][C:33]5[CH:32]=[C:31]([C:29](=[O:30])[N:28]([CH3:27])[CH3:46])[N:40]([CH:41]6[CH2:45][CH2:44][CH2:43][CH2:42]6)[C:34]=5[N:35]=4)=[CH:21][CH:22]=3)[CH2:12]2)[CH2:10][CH2:9]1)=[O:7])([CH3:4])([CH3:2])[CH3:3], predict the reactants needed to synthesize it. The reactants are: [C:1]([O:5][C:6]([N:8]1[CH2:26][CH2:25][CH2:24][C@@:11]2([O:15][C:14](=[O:16])[N:13]([C:17]3[CH:18]=[N:19][C:20]([NH2:23])=[CH:21][CH:22]=3)[CH2:12]2)[CH2:10][CH2:9]1)=[O:7])([CH3:4])([CH3:3])[CH3:2].[CH3:27][N:28]([CH3:46])[C:29]([C:31]1[N:40]([CH:41]2[CH2:45][CH2:44][CH2:43][CH2:42]2)[C:34]2[N:35]=[C:36](Cl)[N:37]=[CH:38][C:33]=2[CH:32]=1)=[O:30]. (4) Given the product [Br:1][C:2]1[CH:3]=[CH:4][C:5]2[O:11][C:19]([C:20]([CH:22]3[CH2:27][CH2:26][CH2:25][CH2:24][CH2:23]3)=[O:21])=[C:8]([CH3:9])[C:6]=2[CH:7]=1, predict the reactants needed to synthesize it. The reactants are: [Br:1][C:2]1[CH:3]=[CH:4][C:5]([OH:11])=[C:6]([C:8](=O)[CH3:9])[CH:7]=1.C(=O)([O-])[O-].[K+].[K+].Br[CH2:19][C:20]([CH:22]1[CH2:27][CH2:26][CH2:25][CH2:24][CH2:23]1)=[O:21]. (5) The reactants are: [N+:1]([C:4]1[C:5]([F:24])=[CH:6][C:7]([F:23])=[C:8]([C:10]2[CH2:11][CH2:12][N:13]([C:16]([O:18][C:19]([CH3:22])([CH3:21])[CH3:20])=[O:17])[CH2:14][CH:15]=2)[CH:9]=1)([O-])=O. Given the product [NH2:1][C:4]1[C:5]([F:24])=[CH:6][C:7]([F:23])=[C:8]([CH:10]2[CH2:15][CH2:14][N:13]([C:16]([O:18][C:19]([CH3:20])([CH3:22])[CH3:21])=[O:17])[CH2:12][CH2:11]2)[CH:9]=1, predict the reactants needed to synthesize it. (6) Given the product [C:1]([O:5][C:6]([N:8]1[CH2:26][CH2:25][C:11]2[N:12]([CH2:19][C:20]([OH:22])=[O:21])[C:13]3[CH:14]=[CH:15][CH:16]=[CH:17][C:18]=3[C:10]=2[CH2:9]1)=[O:7])([CH3:4])([CH3:2])[CH3:3], predict the reactants needed to synthesize it. The reactants are: [C:1]([O:5][C:6]([N:8]1[CH2:26][CH2:25][C:11]2[N:12]([CH2:19][C:20]([O:22]CC)=[O:21])[C:13]3[CH:14]=[CH:15][CH:16]=[CH:17][C:18]=3[C:10]=2[CH2:9]1)=[O:7])([CH3:4])([CH3:3])[CH3:2].[OH-].[Na+]. (7) Given the product [C:1]([O:4][C@H:23]1[C@@H:6]([O:42][C:37](=[O:36])[CH3:38])[C@H:5]([O:8][C:9](=[O:11])[CH3:10])[O:7][C@@H:19]1[C:16]1[N:15]=[C:14]([CH2:12][CH3:13])[O:18][N:17]=1)(=[O:3])[CH3:2], predict the reactants needed to synthesize it. The reactants are: [C:1]([OH:4])(=[O:3])[CH3:2].[C:5]([O:8][C:9](=[O:11])[CH3:10])(=[O:7])[CH3:6].[CH2:12]([C:14]1[O:18][N:17]=[C:16]([C@@H:19]2[C@@H:23](O)[C@@H](O)[C@H](OC)O2)[N:15]=1)[CH3:13].C(C1ON=C([C@@H]2[C@@H](O)[C@@H:38](O)[C@@H:37]([O:42]C)[O:36]2)N=1)C.C(=O)([O-])O.[Na+].